From a dataset of Forward reaction prediction with 1.9M reactions from USPTO patents (1976-2016). Predict the product of the given reaction. Given the reactants [CH3:1][O:2][C:3]1[C:4]([CH2:13][N:14]2[CH:19]=[CH:18][CH:17]=[C:16]([C:20]([O:22]CC)=[O:21])[C:15]2=[O:25])=[CH:5][C:6]2[C:11]([CH:12]=1)=[CH:10][CH:9]=[CH:8][CH:7]=2, predict the reaction product. The product is: [CH3:1][O:2][C:3]1[C:4]([CH2:13][N:14]2[CH:19]=[CH:18][CH:17]=[C:16]([C:20]([OH:22])=[O:21])[C:15]2=[O:25])=[CH:5][C:6]2[C:11]([CH:12]=1)=[CH:10][CH:9]=[CH:8][CH:7]=2.